From a dataset of Full USPTO retrosynthesis dataset with 1.9M reactions from patents (1976-2016). Predict the reactants needed to synthesize the given product. (1) Given the product [CH3:1][C:2]1[N:6]2[CH:7]=[CH:8][CH:9]=[CH:10][C:5]2=[N:4][C:3]=1[CH2:11][C@@H:12]1[CH2:17][CH2:16][CH2:15][CH2:14][NH:13]1, predict the reactants needed to synthesize it. The reactants are: [CH3:1][C:2]1[N:6]2[CH:7]=[CH:8][CH:9]=[CH:10][C:5]2=[N:4][C:3]=1[CH2:11][C@@H:12]1[CH2:17][CH2:16][CH2:15][CH2:14][N:13]1C(OC(C)(C)C)=O.C(O)(C(F)(F)F)=O. (2) Given the product [N:8]1[S:9][CH:10]=[C:6]2[CH:5]=[C:4]([NH2:1])[CH:12]=[CH:11][C:7]=12, predict the reactants needed to synthesize it. The reactants are: [N+:1]([C:4]1[CH:12]=[CH:11][C:7]2=[N:8][S:9][CH:10]=[C:6]2[CH:5]=1)([O-])=O.Cl. (3) The reactants are: C(OC([N:11]1[CH2:15][CH2:14][CH2:13][CH:12]1[C:16]1[N:20]([CH2:21][CH2:22][O:23][Si:24]([C:27]([CH3:30])([CH3:29])[CH3:28])([CH3:26])[CH3:25])[C:19]2[CH:31]=[CH:32][CH:33]=[CH:34][C:18]=2[N:17]=1)=O)C1C=CC=CC=1. Given the product [C:27]([Si:24]([CH3:26])([CH3:25])[O:23][CH2:22][CH2:21][N:20]1[C:19]2[CH:31]=[CH:32][CH:33]=[CH:34][C:18]=2[N:17]=[C:16]1[CH:12]1[CH2:13][CH2:14][CH2:15][NH:11]1)([CH3:30])([CH3:29])[CH3:28], predict the reactants needed to synthesize it. (4) Given the product [C:11]1([CH2:10][N:17]2[CH2:22][CH2:21][O:20][CH:19]([C:23]3[NH:7][C:4]4[CH:5]=[CH:6][N:1]=[CH:2][C:3]=4[N:8]=3)[CH2:18]2)[CH:12]=[CH:13][CH:14]=[CH:15][CH:16]=1, predict the reactants needed to synthesize it. The reactants are: [N:1]1[CH:6]=[CH:5][C:4]([NH2:7])=[C:3]([NH2:8])[CH:2]=1.Cl.[CH2:10]([N:17]1[CH2:22][CH2:21][O:20][CH:19]([C:23](O)=O)[CH2:18]1)[C:11]1[CH:16]=[CH:15][CH:14]=[CH:13][CH:12]=1.[NH4+].[OH-]. (5) The reactants are: [F:1][C:2]1[CH:3]=[C:4]([N:14]2[CH2:18][C@H:17]([CH2:19][NH2:20])[O:16][C:15]2=[O:21])[CH:5]=[CH:6][C:7]=1[N:8]1[CH2:13][CH2:12][O:11][CH2:10][CH2:9]1.[CH:22]1[C:31]2[C:26](=[CH:27][CH:28]=[CH:29][CH:30]=2)[CH:25]=[CH:24][C:23]=1C(CC=O)C(O)=O.C1C=CC2N([OH:48])N=NC=2C=1.Cl.CN(C)[CH2:52][CH2:53][CH2:54]N=C=NCC.[C:61](=O)(O)[O-:62].[Na+]. Given the product [F:1][C:2]1[CH:3]=[C:4]([N:14]2[CH2:18][C@H:17]([CH2:19][NH:20][C:61](=[O:62])[CH2:54][CH2:53][C:52]([C:30]3[C:31]4[C:26](=[CH:25][CH:24]=[CH:23][CH:22]=4)[CH:27]=[CH:28][CH:29]=3)=[O:48])[O:16][C:15]2=[O:21])[CH:5]=[CH:6][C:7]=1[N:8]1[CH2:9][CH2:10][O:11][CH2:12][CH2:13]1, predict the reactants needed to synthesize it. (6) The reactants are: [N+:1]([C:4]1[CH:12]=[C:11]2[C:7]([CH:8]=[CH:9][NH:10]2)=[CH:6][CH:5]=1)([O-])=O.[CH2:13](Br)[C:14]1[CH:19]=[CH:18][CH:17]=[CH:16][CH:15]=1. Given the product [CH2:13]([N:10]1[C:11]2[C:7](=[CH:6][CH:5]=[C:4]([NH2:1])[CH:12]=2)[CH:8]=[CH:9]1)[C:14]1[CH:19]=[CH:18][CH:17]=[CH:16][CH:15]=1, predict the reactants needed to synthesize it.